From a dataset of Full USPTO retrosynthesis dataset with 1.9M reactions from patents (1976-2016). Predict the reactants needed to synthesize the given product. (1) Given the product [CH:15]([N:18]([C:8]([C@H:5]1[CH2:4][CH2:3][C@H:2]([CH3:1])[CH2:7][CH2:6]1)=[O:10])[C:19]1[S:23][C:22]([CH:24]2[CH2:25][CH2:26][N:27]([C:30]([O:32][C:33]([CH3:34])([CH3:36])[CH3:35])=[O:31])[CH2:28][CH2:29]2)=[CH:21][C:20]=1[C:37]([O:39][CH3:40])=[O:38])([CH3:17])[CH3:16], predict the reactants needed to synthesize it. The reactants are: [CH3:1][C@H:2]1[CH2:7][CH2:6][C@H:5]([C:8]([OH:10])=O)[CH2:4][CH2:3]1.S(Cl)(Cl)=O.[CH:15]([NH:18][C:19]1[S:23][C:22]([CH:24]2[CH2:29][CH2:28][N:27]([C:30]([O:32][C:33]([CH3:36])([CH3:35])[CH3:34])=[O:31])[CH2:26][CH2:25]2)=[CH:21][C:20]=1[C:37]([O:39][CH3:40])=[O:38])([CH3:17])[CH3:16].C[C@H]1CC[C@H](C(Cl)=O)CC1. (2) Given the product [F:8][C:9]1[CH:10]=[C:11]([CH:17]([CH3:22])[C:18]([O:20][CH3:21])=[O:19])[CH:12]=[C:13]([F:16])[C:14]=1[O:15][S:25]([C:24]([F:37])([F:36])[F:23])(=[O:27])=[O:26], predict the reactants needed to synthesize it. The reactants are: C(N(CC)CC)C.[F:8][C:9]1[CH:10]=[C:11]([CH:17]([CH3:22])[C:18]([O:20][CH3:21])=[O:19])[CH:12]=[C:13]([F:16])[C:14]=1[OH:15].[F:23][C:24]([F:37])([F:36])[S:25](O[S:25]([C:24]([F:37])([F:36])[F:23])(=[O:27])=[O:26])(=[O:27])=[O:26]. (3) Given the product [C:1]([O:15][CH2:14][CH2:13][CH:12]([CH3:16])[CH:11]=[CH:10][CH:5]1[CH2:9][CH2:8][CH2:7][CH2:6]1)(=[O:3])[CH3:2], predict the reactants needed to synthesize it. The reactants are: [C:1](Cl)(=[O:3])[CH3:2].[CH:5]1([CH:10]=[CH:11][CH:12]([CH3:16])[CH2:13][CH2:14][OH:15])[CH2:9][CH2:8][CH2:7][CH2:6]1.N1C=CC=CC=1.Cl.